Dataset: NCI-60 drug combinations with 297,098 pairs across 59 cell lines. Task: Regression. Given two drug SMILES strings and cell line genomic features, predict the synergy score measuring deviation from expected non-interaction effect. (1) Drug 1: C(=O)(N)NO. Drug 2: COC1=NC(=NC2=C1N=CN2C3C(C(C(O3)CO)O)O)N. Cell line: U251. Synergy scores: CSS=5.94, Synergy_ZIP=-0.962, Synergy_Bliss=-1.94, Synergy_Loewe=4.02, Synergy_HSA=-0.433. (2) Drug 1: C1=NC2=C(N1)C(=S)N=CN2. Drug 2: C(CN)CNCCSP(=O)(O)O. Cell line: MCF7. Synergy scores: CSS=28.7, Synergy_ZIP=-9.39, Synergy_Bliss=-5.64, Synergy_Loewe=-63.5, Synergy_HSA=-4.10. (3) Drug 1: COC1=CC(=CC(=C1O)OC)C2C3C(COC3=O)C(C4=CC5=C(C=C24)OCO5)OC6C(C(C7C(O6)COC(O7)C8=CC=CS8)O)O. Drug 2: C1CCC(CC1)NC(=O)N(CCCl)N=O. Cell line: UO-31. Synergy scores: CSS=10.7, Synergy_ZIP=-4.18, Synergy_Bliss=-4.81, Synergy_Loewe=-5.78, Synergy_HSA=-1.82. (4) Drug 1: C1=C(C(=O)NC(=O)N1)N(CCCl)CCCl. Drug 2: CCCCCOC(=O)NC1=NC(=O)N(C=C1F)C2C(C(C(O2)C)O)O. Cell line: OVCAR-4. Synergy scores: CSS=-2.14, Synergy_ZIP=-1.46, Synergy_Bliss=-4.32, Synergy_Loewe=-4.85, Synergy_HSA=-4.52. (5) Drug 1: C1=C(C(=O)NC(=O)N1)F. Drug 2: CC1C(C(CC(O1)OC2CC(CC3=C2C(=C4C(=C3O)C(=O)C5=CC=CC=C5C4=O)O)(C(=O)C)O)N)O. Cell line: MDA-MB-435. Synergy scores: CSS=66.8, Synergy_ZIP=-3.32, Synergy_Bliss=-4.52, Synergy_Loewe=-2.55, Synergy_HSA=1.72.